From a dataset of Peptide-MHC class II binding affinity with 134,281 pairs from IEDB. Regression. Given a peptide amino acid sequence and an MHC pseudo amino acid sequence, predict their binding affinity value. This is MHC class II binding data. (1) The peptide sequence is IYECKGVTVKDVTIT. The MHC is HLA-DPA10201-DPB11401 with pseudo-sequence HLA-DPA10201-DPB11401. The binding affinity (normalized) is 0.254. (2) The peptide sequence is ISTNIRQAGVQYSRA. The MHC is HLA-DPA10201-DPB11401 with pseudo-sequence HLA-DPA10201-DPB11401. The binding affinity (normalized) is 0.238. (3) The peptide sequence is AAIRFFDHAIGINVP. The MHC is DRB3_0101 with pseudo-sequence DRB3_0101. The binding affinity (normalized) is 0.638. (4) The peptide sequence is PEMPALYEKKLALYL. The MHC is HLA-DQA10501-DQB10303 with pseudo-sequence HLA-DQA10501-DQB10303. The binding affinity (normalized) is 0.197. (5) The peptide sequence is EQKLIEKINAGFKAALAAAA. The MHC is HLA-DQA10501-DQB10201 with pseudo-sequence HLA-DQA10501-DQB10201. The binding affinity (normalized) is 0.385. (6) The peptide sequence is SGIAFGSMAKKGDEQ. The MHC is HLA-DQA10102-DQB10502 with pseudo-sequence HLA-DQA10102-DQB10502. The binding affinity (normalized) is 0. (7) The peptide sequence is IPVMAYLVGLFAWVL. The MHC is HLA-DQA10501-DQB10201 with pseudo-sequence HLA-DQA10501-DQB10201. The binding affinity (normalized) is 0.117. (8) The peptide sequence is TSLFQHMLDLRAGKS. The MHC is DRB1_1201 with pseudo-sequence DRB1_1201. The binding affinity (normalized) is 0.198. (9) The binding affinity (normalized) is 0.0149. The MHC is H-2-IAb with pseudo-sequence H-2-IAb. The peptide sequence is VRKTIPDVIELAYQK.